From a dataset of Forward reaction prediction with 1.9M reactions from USPTO patents (1976-2016). Predict the product of the given reaction. (1) Given the reactants [Br:1][C:2]1[CH:3]=[C:4]([C:8]2[CH2:9][CH2:10][NH:11][CH2:12][CH:13]=2)[CH:5]=[N:6][CH:7]=1.[C:14](Cl)(=[O:16])[CH3:15], predict the reaction product. The product is: [Br:1][C:2]1[CH:3]=[C:4]([C:8]2[CH2:9][CH2:10][N:11]([C:14](=[O:16])[CH3:15])[CH2:12][CH:13]=2)[CH:5]=[N:6][CH:7]=1. (2) Given the reactants [NH2:1][C:2]1[CH:3]=[CH:4][C:5]([F:11])=[C:6]([C:8](=[O:10])[CH3:9])[CH:7]=1.Br[CH2:13][CH2:14][O:15][CH2:16][CH2:17]Br.CCN(C(C)C)C(C)C, predict the reaction product. The product is: [F:11][C:5]1[CH:4]=[CH:3][C:2]([N:1]2[CH2:17][CH2:16][O:15][CH2:14][CH2:13]2)=[CH:7][C:6]=1[C:8](=[O:10])[CH3:9].